Dataset: Forward reaction prediction with 1.9M reactions from USPTO patents (1976-2016). Task: Predict the product of the given reaction. Given the reactants Br[C:2]1[CH:7]=[C:6]([CH3:8])[C:5]([C:9]2[C:10](=[O:16])[CH2:11][CH2:12][C:13]=2[O:14][CH3:15])=[C:4]([CH3:17])[CH:3]=1.[Cl:18][C:19]1[CH:20]=[N:21][NH:22][CH:23]=1.C(=O)([O-])[O-].[K+].[K+].NCCN.IC, predict the reaction product. The product is: [Cl:18][C:19]1[CH:20]=[N:21][N:22]([C:2]2[CH:7]=[C:6]([CH3:8])[C:5]([C:9]3[C:10](=[O:16])[CH2:11][CH2:12][C:13]=3[O:14][CH3:15])=[C:4]([CH3:17])[CH:3]=2)[CH:23]=1.